Dataset: Peptide-MHC class II binding affinity with 134,281 pairs from IEDB. Task: Regression. Given a peptide amino acid sequence and an MHC pseudo amino acid sequence, predict their binding affinity value. This is MHC class II binding data. The peptide sequence is PGVDYTITVYAVTYY. The MHC is DRB1_0301 with pseudo-sequence DRB1_0301. The binding affinity (normalized) is 0.0621.